Dataset: Tyrosyl-DNA phosphodiesterase HTS with 341,365 compounds. Task: Binary Classification. Given a drug SMILES string, predict its activity (active/inactive) in a high-throughput screening assay against a specified biological target. (1) The result is 0 (inactive). The drug is O1CCN(c2n(c3c(n2)n(c(=O)[nH]c3=O)C)CC=C)CC1. (2) The drug is O=C(NC1CCCC1)CCc1onc(n1)c1cc(OC)c(OC)c(OC)c1. The result is 0 (inactive).